This data is from Catalyst prediction with 721,799 reactions and 888 catalyst types from USPTO. The task is: Predict which catalyst facilitates the given reaction. (1) Reactant: [NH2:1][C:2]1[CH:12]=[C:11]([CH3:13])[C:10]([Cl:14])=[CH:9][C:3]=1[C:4]([O:6][CH2:7][CH3:8])=[O:5].BrC1C=C(C(F)(F)F)C(Cl)=CC=1N([C:28]([O:29][C:30]([CH3:33])([CH3:32])[CH3:31])=[O:34])[C:28](=[O:34])[O:29][C:30]([CH3:33])([CH3:32])[CH3:31]. Product: [CH3:33][C:30]([O:29][C:28]([N:1]([C:28]([O:29][C:30]([CH3:33])([CH3:32])[CH3:31])=[O:34])[C:2]1[CH:12]=[C:11]([CH3:13])[C:10]([Cl:14])=[CH:9][C:3]=1[C:4]([O:6][CH2:7][CH3:8])=[O:5])=[O:34])([CH3:31])[CH3:32]. The catalyst class is: 10. (2) Reactant: [Br:1][C:2]1[CH:3]=[C:4]([CH3:14])[C:5]([O:12][CH3:13])=[C:6]([CH:11]=1)[C:7](OC)=[O:8].[H-].C([Al+]CC(C)C)C(C)C. Product: [Br:1][C:2]1[CH:3]=[C:4]([CH3:14])[C:5]([O:12][CH3:13])=[C:6]([CH2:7][OH:8])[CH:11]=1. The catalyst class is: 2. (3) Reactant: [CH2:1]([CH:3]([O:6][C:7]1[CH:12]=[C:11]([CH3:13])[N:10]=[C:9]([NH:14][C:15]2[C:20]([CH3:21])=[CH:19][C:18]([CH3:22])=[CH:17][C:16]=2[CH3:23])[C:8]=1[NH2:24])[CH2:4][CH3:5])[CH3:2].[N:25](OCCCC)=O. Product: [CH2:1]([CH:3]([O:6][C:7]1[CH:12]=[C:11]([CH3:13])[N:10]=[C:9]2[N:14]([C:15]3[C:20]([CH3:21])=[CH:19][C:18]([CH3:22])=[CH:17][C:16]=3[CH3:23])[N:25]=[N:24][C:8]=12)[CH2:4][CH3:5])[CH3:2]. The catalyst class is: 10. (4) Reactant: [CH3:1][O:2][CH2:3][CH:4]1[CH2:9][O:8][C:7]2[CH:10]=[C:11]([N+:17]([O-])=O)[C:12]([C:14]([OH:16])=[O:15])=[CH:13][C:6]=2[O:5]1. Product: [NH2:17][C:11]1[C:12]([C:14]([OH:16])=[O:15])=[CH:13][C:6]2[O:5][CH:4]([CH2:3][O:2][CH3:1])[CH2:9][O:8][C:7]=2[CH:10]=1. The catalyst class is: 19. (5) Reactant: [F:1][C:2]([F:11])([F:10])[C:3]1[CH:9]=[CH:8][C:6]([NH2:7])=[CH:5][CH:4]=1.[CH:12](=O)[CH2:13][CH3:14].[NH:16]1[C:20]2[CH:21]=[CH:22][CH:23]=[CH:24][C:19]=2[N:18]=[N:17]1.C1(C)C=CC=CC=1. Product: [N:16]1([CH:12]([NH:7][C:6]2[CH:8]=[CH:9][C:3]([C:2]([F:10])([F:11])[F:1])=[CH:4][CH:5]=2)[CH2:13][CH3:14])[C:20]2[CH:21]=[CH:22][CH:23]=[CH:24][C:19]=2[N:18]=[N:17]1. The catalyst class is: 194. (6) Reactant: FC(F)(F)C([N:5]1[CH2:10][CH2:9][CH:8]([CH:11]2[C:24]3[CH:23]=[CH:22][C:21]([C:25]4[NH:29][N:28]=[N:27][N:26]=4)=[CH:20][C:19]=3[O:18][C:17]3[C:12]2=[CH:13][CH:14]=[CH:15][CH:16]=3)[CH2:7][CH2:6]1)=O.[OH-].[Na+].FC(F)(F)C(N1CCC(C2C3C=CC(C4C=CN=CC=4)=CC=3OC3C2=CC=CC=3)CC1)=O. Product: [NH:29]1[C:25]([C:21]2[CH:22]=[CH:23][C:24]3[CH:11]([CH:8]4[CH2:9][CH2:10][NH:5][CH2:6][CH2:7]4)[C:12]4[C:17]([O:18][C:19]=3[CH:20]=2)=[CH:16][CH:15]=[CH:14][CH:13]=4)=[N:26][N:27]=[N:28]1. The catalyst class is: 5.